Dataset: Forward reaction prediction with 1.9M reactions from USPTO patents (1976-2016). Task: Predict the product of the given reaction. (1) Given the reactants [CH2:1]([CH:3]1[N:12]2[C:7](=[CH:8][C:9](=[O:18])[C:10]([C:13]([O:15]CC)=[O:14])=[CH:11]2)[C:6]2[CH:19]=[C:20]([CH3:24])[C:21]([CH3:23])=[CH:22][C:5]=2[CH2:4]1)[CH3:2].[CH2:25]([CH:27]1[N:36]2[C:31](=[CH:32][C:33](=[O:42])[C:34]([C:37]([O:39]CC)=[O:38])=[CH:35]2)[C:30]2[CH:43]=[CH:44][C:45]([CH3:48])=[C:46]([CH3:47])[C:29]=2[CH2:28]1)[CH3:26].O.[OH-].[Li+].Cl, predict the reaction product. The product is: [CH2:1]([CH:3]1[N:12]2[C:7](=[CH:8][C:9](=[O:18])[C:10]([C:13]([OH:15])=[O:14])=[CH:11]2)[C:6]2[CH:19]=[C:20]([CH3:24])[C:21]([CH3:23])=[CH:22][C:5]=2[CH2:4]1)[CH3:2].[CH2:25]([CH:27]1[N:36]2[C:31](=[CH:32][C:33](=[O:42])[C:34]([C:37]([OH:39])=[O:38])=[CH:35]2)[C:30]2[CH:43]=[CH:44][C:45]([CH3:48])=[C:46]([CH3:47])[C:29]=2[CH2:28]1)[CH3:26]. (2) Given the reactants FC(F)(F)S([O:6][S:7]([C:10]([F:13])([F:12])[F:11])(=[O:9])=[O:8])(=O)=O.[CH2:16]([N:23]1[CH2:28][CH2:27][N:26]([C:29](=[O:44])[C:30]2[CH:35]=[C:34]([C:36]([F:39])([F:38])[F:37])[CH:33]=[C:32]([C:40]([F:43])([F:42])[F:41])[CH:31]=2)[C@H:25]([CH2:45][C:46]2[CH:51]=[CH:50][C:49](O)=[C:48]([O:53][CH3:54])[CH:47]=2)[CH2:24]1)[C:17]1[CH:22]=[CH:21][CH:20]=[CH:19][CH:18]=1.N1C(C)=CC=CC=1C.Cl, predict the reaction product. The product is: [F:39][C:36]([F:37])([F:38])[C:34]1[CH:35]=[C:30]([CH:31]=[C:32]([C:40]([F:41])([F:42])[F:43])[CH:33]=1)[C:29]([N:26]1[CH2:27][CH2:28][N:23]([CH2:16][C:17]2[CH:22]=[CH:21][CH:20]=[CH:19][CH:18]=2)[CH2:24][C@H:25]1[CH2:45][C:46]1[CH:51]=[CH:50][C:49]([O:6][S:7]([C:10]([F:11])([F:12])[F:13])(=[O:8])=[O:9])=[C:48]([O:53][CH3:54])[CH:47]=1)=[O:44]. (3) Given the reactants [NH2:1][C:2]1[N:7]=[C:6]([CH2:8][OH:9])[C:5]([C:10]2[CH:15]=[CH:14][C:13]([NH:16][CH2:17][C:18]3[CH:23]=[CH:22][C:21]([Cl:24])=[CH:20][CH:19]=3)=[CH:12][CH:11]=2)=[C:4]([NH2:25])[N:3]=1.CC(C)([O-])C.[Na+].[F:32][C:33]1[C:40]([CH3:41])=[CH:39][CH:38]=[CH:37][C:34]=1[CH2:35]Br.Cl, predict the reaction product. The product is: [Cl:24][C:21]1[CH:22]=[CH:23][C:18]([CH2:17][NH:16][C:13]2[CH:14]=[CH:15][C:10]([C:5]3[C:4]([NH2:25])=[N:3][C:2]([NH2:1])=[N:7][C:6]=3[CH2:8][O:9][CH2:35][C:34]3[CH:37]=[CH:38][CH:39]=[C:40]([CH3:41])[C:33]=3[F:32])=[CH:11][CH:12]=2)=[CH:19][CH:20]=1. (4) The product is: [CH3:1][CH2:2][N:3]([C:10]([C:12]1[C:22](=[O:23])[N:21]([CH3:24])[C:15]2[CH:16]=[CH:17][CH:18]=[C:19]([Cl:20])[C:14]=2[C:13]=1[OH:25])=[O:11])[C:4]1[CH:9]=[CH:8][CH:7]=[CH:6][CH:5]=1. Given the reactants [CH3:1][CH2:2][N:3]([C:10]([C:12]1[C:22](=[O:23])[N:21]([CH3:24])[C:15]2[CH:16]=[CH:17][CH:18]=[C:19]([Cl:20])[C:14]=2[C:13]=1[O-:25])=[O:11])[C:4]1[CH:5]=[CH:6][CH:7]=[CH:8][CH:9]=1.[Na+].C([O-])(=O)C.[NH4+], predict the reaction product. (5) Given the reactants [Cl:1][C:2]1[CH:3]=[CH:4][C:5]([O:24][CH3:25])=[C:6]([S:8]([NH:11][C@@H:12]2[CH2:16][CH2:15][N:14]([C:17](OC(C)(C)C)=O)[CH2:13]2)(=[O:10])=[O:9])[CH:7]=1.C([O-])([O-])=O.[K+].[K+].[Br:32][C:33]1[CH:38]=[CH:37][C:36]([CH2:39]Br)=[CH:35][CH:34]=1.Cl.O1CCOCC1.CC[N:50](C(C)C)C(C)C.BrC#N, predict the reaction product. The product is: [Br:32][C:33]1[CH:38]=[CH:37][C:36]([CH2:39][N:11]([C@@H:12]2[CH2:16][CH2:15][N:14]([C:17]#[N:50])[CH2:13]2)[S:8]([C:6]2[CH:7]=[C:2]([Cl:1])[CH:3]=[CH:4][C:5]=2[O:24][CH3:25])(=[O:9])=[O:10])=[CH:35][CH:34]=1. (6) Given the reactants [CH3:1][C:2]1[C:10]2[NH:9][CH:8]=[N:7][C:6]=2[CH:5]=[CH:4][C:3]=1[N+:11]([O-:13])=[O:12].[C:14]([O:18][C:19](O[C:19]([O:18][C:14]([CH3:17])([CH3:16])[CH3:15])=[O:20])=[O:20])([CH3:17])([CH3:16])[CH3:15].C(N(CC)CC)C, predict the reaction product. The product is: [C:14]([O:18][C:19]([N:7]1[C:6]2[CH:5]=[CH:4][C:3]([N+:11]([O-:13])=[O:12])=[C:2]([CH3:1])[C:10]=2[N:9]=[CH:8]1)=[O:20])([CH3:17])([CH3:16])[CH3:15]. (7) Given the reactants Cl[C:2]1[CH:7]=[CH:6][N:5]=[C:4]2[CH:8]=[CH:9][S:10][C:3]=12.[OH:11][C:12]1[CH:25]=[CH:24][C:15]2[C:16]([C:20]([O:22][CH3:23])=[O:21])=[C:17]([CH3:19])[O:18][C:14]=2[CH:13]=1.C([O-])([O-])=O.[Cs+].[Cs+], predict the reaction product. The product is: [CH3:19][C:17]1[O:18][C:14]2[CH:13]=[C:12]([O:11][C:2]3[CH:7]=[CH:6][N:5]=[C:4]4[CH:8]=[CH:9][S:10][C:3]=34)[CH:25]=[CH:24][C:15]=2[C:16]=1[C:20]([O:22][CH3:23])=[O:21]. (8) Given the reactants C(O[C:4]([C:6]1([CH2:12][CH2:13]OC)[CH2:11][CH2:10][NH:9][CH2:8][CH2:7]1)=[O:5])C.[CH3:16][CH:17]([CH3:23])[CH2:18][S:19](Cl)(=[O:21])=[O:20].[CH:24]1([CH2:27][O:28][C:29]2[CH:35]=[CH:34][C:32]([NH2:33])=[CH:31][CH:30]=2)[CH2:26][CH2:25]1, predict the reaction product. The product is: [CH:24]1([CH2:27][O:28][C:29]2[CH:30]=[CH:31][C:32]([N:33]3[CH2:13][CH2:12][C:6]4([CH2:7][CH2:8][N:9]([S:19]([CH2:18][CH:17]([CH3:23])[CH3:16])(=[O:21])=[O:20])[CH2:10][CH2:11]4)[C:4]3=[O:5])=[CH:34][CH:35]=2)[CH2:25][CH2:26]1. (9) Given the reactants CS(O)(=O)=[O:3].[F:6][C:7]([F:19])([F:18])[C:8]1[CH:9]=[C:10]([CH:14](O)[CH:15]=[CH2:16])[CH:11]=[CH:12][CH:13]=1.C1(C)C=CC=CC=1, predict the reaction product. The product is: [F:6][C:7]([F:19])([F:18])[C:8]1[CH:9]=[C:10]([CH:14]=[CH:15][CH2:16][OH:3])[CH:11]=[CH:12][CH:13]=1. (10) Given the reactants [CH:1]([Mg]Br)=[CH2:2].[Cl:5][C:6]1[CH:11]=[C:10]([F:12])[CH:9]=[CH:8][C:7]=1[C:13]([CH3:33])([CH3:32])[CH2:14][C:15](=[O:31])[C:16]([NH:18][C:19]1[CH:20]=[CH:21][C:22]2[C:27](=[O:28])[O:26][N:25]=[C:24]([CH3:29])[C:23]=2[CH:30]=1)=[O:17].[Cl-].[NH4+], predict the reaction product. The product is: [Cl:5][C:6]1[CH:11]=[C:10]([F:12])[CH:9]=[CH:8][C:7]=1[C:13]([CH3:33])([CH3:32])[CH2:14][C:15]([OH:31])([CH:1]=[CH2:2])[C:16]([NH:18][C:19]1[CH:20]=[CH:21][C:22]2[C:27](=[O:28])[O:26][N:25]=[C:24]([CH3:29])[C:23]=2[CH:30]=1)=[O:17].